Predict which catalyst facilitates the given reaction. From a dataset of Catalyst prediction with 721,799 reactions and 888 catalyst types from USPTO. Reactant: [F:1][C:2]1[CH:7]=[CH:6][C:5]([Mg]Br)=[CH:4][CH:3]=1.Cl[CH2:11][C:12]1[CH:20]=[C:19]([C:21]#[N:22])[CH:18]=[CH:17][C:13]=1[C:14](Cl)=[O:15].[CH3:23][N:24]([CH3:30])[CH2:25][CH2:26][CH2:27][Mg]Cl.O. Product: [CH3:23][N:24]([CH3:30])[CH2:25][CH2:26][CH2:27][C:14]1([C:5]2[CH:6]=[CH:7][C:2]([F:1])=[CH:3][CH:4]=2)[C:13]2[C:12](=[CH:20][C:19]([C:21]#[N:22])=[CH:18][CH:17]=2)[CH2:11][O:15]1. The catalyst class is: 11.